From a dataset of Full USPTO retrosynthesis dataset with 1.9M reactions from patents (1976-2016). Predict the reactants needed to synthesize the given product. (1) Given the product [F:18][C:15]1[CH:16]=[CH:17][C:12]([C:10]#[C:11][C:2]2[CH:3]=[N:4][CH:5]=[C:6]([O:8][CH3:9])[CH:7]=2)=[CH:13][C:14]=1[CH3:19], predict the reactants needed to synthesize it. The reactants are: Br[C:2]1[CH:3]=[N:4][CH:5]=[C:6]([O:8][CH3:9])[CH:7]=1.[C:10]([C:12]1[CH:17]=[CH:16][C:15]([F:18])=[C:14]([CH3:19])[CH:13]=1)#[CH:11]. (2) Given the product [OH:1][CH:2]([C:6]1[CH:11]=[CH:10][C:9]([C:12]2[N:16]=[C:15]([C:17]3[O:21][N:20]=[C:19]([C:22]4[CH:23]=[CH:24][CH:25]=[CH:26][CH:27]=4)[C:18]=3[C:28]([F:31])([F:30])[F:29])[O:14][N:13]=2)=[CH:8][CH:7]=1)[C:3]([NH:40][C@@H:41]([CH3:46])[C:42]([NH:44][CH3:45])=[O:43])=[O:4], predict the reactants needed to synthesize it. The reactants are: [OH:1][CH:2]([C:6]1[CH:11]=[CH:10][C:9]([C:12]2[N:16]=[C:15]([C:17]3[O:21][N:20]=[C:19]([C:22]4[CH:27]=[CH:26][CH:25]=[CH:24][CH:23]=4)[C:18]=3[C:28]([F:31])([F:30])[F:29])[O:14][N:13]=2)=[CH:8][CH:7]=1)[C:3](O)=[O:4].CN1CCOCC1.Cl.[NH2:40][C@@H:41]([CH3:46])[C:42]([NH:44][CH3:45])=[O:43].CN(C(ON1N=NC2C=CC=NC1=2)=[N+](C)C)C.F[P-](F)(F)(F)(F)F. (3) Given the product [N:3]1[CH:4]=[C:5]2[C:9]([N:8]=[CH:7][NH:6]2)=[N:10][CH:2]=1, predict the reactants needed to synthesize it. The reactants are: Cl[C:2]1[N:10]=[C:9]2[C:5]([NH:6][CH:7]=[N:8]2)=[C:4](Cl)[N:3]=1.C(OCC)(=O)C.O1C=CCCC1.CN1CCNCC1. (4) Given the product [CH2:15]([O:22][C:23]1[C:24]([CH3:32])=[C:25]([CH3:31])[C:26]([NH:30][C:12](=[O:13])[CH2:11][CH2:10][CH2:9][Cl:8])=[N:27][C:28]=1[CH3:29])[C:16]1[CH:17]=[CH:18][CH:19]=[CH:20][CH:21]=1, predict the reactants needed to synthesize it. The reactants are: C(N(CC)CC)C.[Cl:8][CH2:9][CH2:10][CH2:11][C:12](Cl)=[O:13].[CH2:15]([O:22][C:23]1[C:24]([CH3:32])=[C:25]([CH3:31])[C:26]([NH2:30])=[N:27][C:28]=1[CH3:29])[C:16]1[CH:21]=[CH:20][CH:19]=[CH:18][CH:17]=1. (5) Given the product [CH2:46]([O:53][CH2:54][CH2:55][N:13]1[C:14]([CH3:15])=[C:10]([CH2:9][C:6]2[CH:5]=[CH:4][C:3]([CH2:1][CH3:2])=[CH:8][CH:7]=2)[C:11]([O:16][C@@H:17]2[O:34][C@H:33]([CH2:35][OH:36])[C@@H:28]([OH:29])[C@H:23]([OH:24])[C@H:18]2[OH:19])=[N:12]1)[C:47]1[CH:52]=[CH:51][CH:50]=[CH:49][CH:48]=1, predict the reactants needed to synthesize it. The reactants are: [CH2:1]([C:3]1[CH:8]=[CH:7][C:6]([CH2:9][C:10]2[C:11]([O:16][C@@H:17]3[O:34][C@H:33]([CH2:35][O:36]C(=O)C)[C@@H:28]([O:29]C(=O)C)[C@H:23]([O:24]C(=O)C)[C@H:18]3[O:19]C(=O)C)=[N:12][NH:13][C:14]=2[CH3:15])=[CH:5][CH:4]=1)[CH3:2].C(=O)([O-])[O-].[Cs+].[Cs+].[CH2:46]([O:53][CH2:54][CH2:55]Br)[C:47]1[CH:52]=[CH:51][CH:50]=[CH:49][CH:48]=1.[OH-].[Na+]. (6) Given the product [CH3:35][O:34][C:31]1[CH:32]=[C:33]2[C:28](=[CH:29][C:30]=1[O:36][CH3:37])[N:27]=[CH:26][CH:25]=[C:24]2[O:1][C:2]1[CH:3]=[C:4]2[C:9](=[CH:10][CH:11]=1)[C:8]([C:12]([OH:14])=[O:13])=[CH:7][CH:6]=[C:5]2[CH3:16], predict the reactants needed to synthesize it. The reactants are: [OH:1][C:2]1[CH:3]=[C:4]2[C:9](=[CH:10][CH:11]=1)[C:8]([C:12]([O:14]C)=[O:13])=[CH:7][CH:6]=[C:5]2[CH3:16].C(=O)([O-])[O-].[Cs+].[Cs+].Cl[C:24]1[C:33]2[C:28](=[CH:29][C:30]([O:36][CH3:37])=[C:31]([O:34][CH3:35])[CH:32]=2)[N:27]=[CH:26][CH:25]=1.